From a dataset of Full USPTO retrosynthesis dataset with 1.9M reactions from patents (1976-2016). Predict the reactants needed to synthesize the given product. (1) Given the product [CH3:1][S:2]([NH:5][C:6]1[CH:11]=[CH:10][CH:9]=[CH:8][C:7]=1[N:12]1[CH2:17][CH2:16][N:15]([C:19]2[NH:27][C:26]3[C:21](=[N:22][C:23]([C:28]4[CH:33]=[CH:32][CH:31]=[CH:30][CH:29]=4)=[N:24][CH:25]=3)[N:20]=2)[CH2:14][CH2:13]1)(=[O:3])=[O:4], predict the reactants needed to synthesize it. The reactants are: [CH3:1][S:2]([NH:5][C:6]1[CH:11]=[CH:10][CH:9]=[CH:8][C:7]=1[N:12]1[CH2:17][CH2:16][NH:15][CH2:14][CH2:13]1)(=[O:4])=[O:3].Cl[C:19]1[NH:27][C:26]2[C:21](=[N:22][C:23]([C:28]3[CH:33]=[CH:32][CH:31]=[CH:30][CH:29]=3)=[N:24][CH:25]=2)[N:20]=1. (2) Given the product [CH3:1][CH:2]1[C:10]2[C:5](=[CH:6][CH:7]=[CH:8][CH:9]=2)[NH:4][CH2:3]1, predict the reactants needed to synthesize it. The reactants are: [CH3:1][C:2]1[C:10]2[C:5](=[CH:6][CH:7]=[CH:8][CH:9]=2)[NH:4][CH:3]=1.C([BH3-])#N.[Na+].[OH-].[Na+]. (3) Given the product [CH2:15]1[C:14]2[CH:13]=[C:12]([N:8]3[CH2:7][C@H:6]([CH2:5][NH:4][C:1](=[O:3])[CH3:2])[O:10][C:9]3=[O:11])[CH:21]=[CH:20][C:19]=2[CH2:18][CH2:26][O:27]1, predict the reactants needed to synthesize it. The reactants are: [C:1]([NH:4][CH2:5][C@@H:6]1[O:10][C:9](=[O:11])[N:8]([C:12]2[CH:13]=[C:14]3[C:19](=[CH:20][CH:21]=2)[CH2:18]N(C(OC)=O)C[CH2:15]3)[CH2:7]1)(=[O:3])[CH3:2].[CH3:26][O:27]C1C=CC(P2(SP(C3C=CC(OC)=CC=3)(=S)S2)=S)=CC=1. (4) The reactants are: [F:1][C:2]1[CH:7]=[CH:6][C:5]([C:8](=O)[C:9]([C:12]2[CH:17]=[CH:16][N:15]=C(F)C=2)=[N:10][OH:11])=[CH:4][CH:3]=1.[CH:20](=O)[C:21]1[CH:26]=[CH:25][CH:24]=[CH:23][CH:22]=1.[CH3:28][NH2:29].[C:30]([OH:33])(=O)[CH3:31]. Given the product [F:1][C:2]1[CH:3]=[CH:4][C:5]([C:8]2[N:29]([CH3:28])[C:20]([C:21]3[CH:26]=[CH:25][CH:24]=[CH:23][CH:22]=3)=[N+:10]([O-:11])[C:9]=2[C:12]2[CH:17]=[CH:16][NH:15][C:30](=[O:33])[CH:31]=2)=[CH:6][CH:7]=1, predict the reactants needed to synthesize it. (5) Given the product [CH:2]1([NH:3][C:9](=[O:10])[C:8]2[CH:12]=[C:13]([O:15][CH2:16][CH2:17][CH2:18][O:19][CH3:20])[CH:14]=[C:6]([O:5][CH3:4])[CH:7]=2)[CH2:25][CH2:1]1, predict the reactants needed to synthesize it. The reactants are: [CH3:1][C:2]#[N:3].[CH3:4][O:5][C:6]1[CH:7]=[C:8]([CH:12]=[C:13]([O:15][CH2:16][CH2:17][CH2:18][O:19][CH3:20])[CH:14]=1)[C:9](O)=[O:10].S(Cl)(Cl)=O.[CH2:25](Cl)Cl.O1CCCC1.